From a dataset of Full USPTO retrosynthesis dataset with 1.9M reactions from patents (1976-2016). Predict the reactants needed to synthesize the given product. (1) Given the product [CH3:45][O:44][C:42](=[O:43])[CH2:41][O:37][C:34]1[CH:33]=[CH:32][C:31]([N:9]([CH2:8][C:7]2[CH:38]=[C:3]([C:1]#[N:2])[CH:4]=[CH:5][C:6]=2[F:39])[CH:10]2[CH2:11][CH2:12][N:13]([C@H:16]([CH3:30])[CH2:17][CH2:18][NH:19][C:20]([C:22]3[C:27]([CH3:28])=[N:26][CH:25]=[N:24][C:23]=3[CH3:29])=[O:21])[CH2:14][CH2:15]2)=[CH:36][CH:35]=1, predict the reactants needed to synthesize it. The reactants are: [C:1]([C:3]1[CH:4]=[CH:5][C:6]([F:39])=[C:7]([CH:38]=1)[CH2:8][N:9]([C:31]1[CH:36]=[CH:35][C:34]([OH:37])=[CH:33][CH:32]=1)[CH:10]1[CH2:15][CH2:14][N:13]([C@H:16]([CH3:30])[CH2:17][CH2:18][NH:19][C:20]([C:22]2[C:23]([CH3:29])=[N:24][CH:25]=[N:26][C:27]=2[CH3:28])=[O:21])[CH2:12][CH2:11]1)#[N:2].Br[CH2:41][C:42]([O:44][CH3:45])=[O:43].C([O-])([O-])=O.[K+].[K+]. (2) The reactants are: [N:1]1[N:2]2[C:9](C(OC(C)(C)C)=O)=[C:8]([C:17]([O:19]C)=[O:18])[C:7](C(OC)=O)=[C:3]2[CH:4]=[CH:5][CH:6]=1.[OH-].[K+].Cl. Given the product [N:1]1[N:2]2[CH:9]=[C:8]([C:17]([OH:19])=[O:18])[CH:7]=[C:3]2[CH:4]=[CH:5][CH:6]=1, predict the reactants needed to synthesize it. (3) Given the product [Br:19][C:15]1[C:13]2[CH2:14][N:8]([C:35]([O:37][C:38]([CH3:39])([CH3:40])[CH3:41])=[O:36])[CH2:9][CH2:10][O:11][C:12]=2[CH:18]=[CH:17][CH:16]=1, predict the reactants needed to synthesize it. The reactants are: C([N:8]1[CH2:14][C:13]2[C:15]([Br:19])=[CH:16][CH:17]=[CH:18][C:12]=2[O:11][CH2:10][CH2:9]1)C1C=CC=CC=1.ClC(OC(Cl)C)=O.[C:35](O[C:35]([O:37][C:38]([CH3:41])([CH3:40])[CH3:39])=[O:36])([O:37][C:38]([CH3:41])([CH3:40])[CH3:39])=[O:36].O. (4) Given the product [S:8]1[CH:12]=[CH:11][CH:10]=[C:9]1[CH2:13][NH:1][C:2]1[CH:7]=[CH:6][CH:5]=[CH:4][CH:3]=1, predict the reactants needed to synthesize it. The reactants are: [NH2:1][C:2]1[CH:7]=[CH:6][CH:5]=[CH:4][CH:3]=1.[S:8]1[CH:12]=[CH:11][CH:10]=[C:9]1[CH:13]=O.C(O)(=O)C.C(O[BH-](OC(=O)C)OC(=O)C)(=O)C.[Na+]. (5) Given the product [C:13]([O:12][C:10]([N:7]1[CH2:8][CH2:9][CH:4]([NH2:1])[CH:5]([F:17])[CH2:6]1)=[O:11])([CH3:16])([CH3:14])[CH3:15], predict the reactants needed to synthesize it. The reactants are: [N:1]([CH:4]1[CH2:9][CH2:8][N:7]([C:10]([O:12][C:13]([CH3:16])([CH3:15])[CH3:14])=[O:11])[CH2:6][CH:5]1[F:17])=[N+]=[N-].